The task is: Binary Classification. Given a T-cell receptor sequence (or CDR3 region) and an epitope sequence, predict whether binding occurs between them.. This data is from TCR-epitope binding with 47,182 pairs between 192 epitopes and 23,139 TCRs. (1) The epitope is VLAWLYAAV. The TCR CDR3 sequence is CASSQDLRPGEQYF. Result: 1 (the TCR binds to the epitope). (2) The epitope is WICLLQFAY. The TCR CDR3 sequence is CASSLGKREEETQYF. Result: 0 (the TCR does not bind to the epitope). (3) The TCR CDR3 sequence is CASSNSFGYTF. Result: 0 (the TCR does not bind to the epitope). The epitope is IVTDFSVIK. (4) The epitope is YLNTLTLAV. The TCR CDR3 sequence is CASSLGTSGGASDTQYF. Result: 1 (the TCR binds to the epitope). (5) The epitope is TPRVTGGGAM. The TCR CDR3 sequence is CASSQLDSSLQETQYF. Result: 0 (the TCR does not bind to the epitope). (6) The epitope is VTEHDTLLY. The TCR CDR3 sequence is CASSQDRVGTIFYGYTF. Result: 1 (the TCR binds to the epitope). (7) The epitope is LLSAGIFGA. The TCR CDR3 sequence is CATSDLYGAGYTF. Result: 0 (the TCR does not bind to the epitope). (8) The epitope is TPINLVRDL. The TCR CDR3 sequence is CASSLKLLGRNQPQHF. Result: 0 (the TCR does not bind to the epitope).